This data is from Forward reaction prediction with 1.9M reactions from USPTO patents (1976-2016). The task is: Predict the product of the given reaction. (1) Given the reactants Cl.C(OC(=O)[N:8]([CH2:12][C:13]1[CH:18]=[C:17]([CH2:19][C:20](=[O:24])[NH:21][CH2:22][CH3:23])[CH:16]=[CH:15][C:14]=1[Cl:25])[CH:9]1[CH2:11][CH2:10]1)(C)(C)C.[OH-].[Na+], predict the reaction product. The product is: [Cl:25][C:14]1[CH:15]=[CH:16][C:17]([CH2:19][C:20]([NH:21][CH2:22][CH3:23])=[O:24])=[CH:18][C:13]=1[CH2:12][NH:8][CH:9]1[CH2:10][CH2:11]1. (2) Given the reactants [C:1]([N:5]1[C:9]([C:10]([F:13])([F:12])[F:11])=[C:8]([NH:14][C:15]([NH:17][C:18]2[CH:23]=[C:22]([C:24]3[C:35](=[O:36])[N:34]([CH3:37])[C:27]4[N:28]=[C:29](SC)[N:30]=[CH:31][C:26]=4[CH:25]=3)[CH:21]=[CH:20][C:19]=2[F:38])=[O:16])[CH:7]=[N:6]1)([CH3:4])([CH3:3])[CH3:2].[CH3:39][NH2:40].C1COCC1, predict the reaction product. The product is: [C:1]([N:5]1[C:9]([C:10]([F:13])([F:12])[F:11])=[C:8]([NH:14][C:15]([NH:17][C:18]2[CH:23]=[C:22]([C:24]3[C:35](=[O:36])[N:34]([CH3:37])[C:27]4[N:28]=[C:29]([NH:40][CH3:39])[N:30]=[CH:31][C:26]=4[CH:25]=3)[CH:21]=[CH:20][C:19]=2[F:38])=[O:16])[CH:7]=[N:6]1)([CH3:4])([CH3:3])[CH3:2]. (3) Given the reactants CO[C:3](=[NH:35])[C:4]1[CH:9]=[CH:8][CH:7]=[C:6]([NH:10][C:11]([NH:13][C:14]2[CH:19]=[CH:18][C:17]([S:20](=[O:34])(=[O:33])[NH:21][CH2:22][C:23]3[CH:28]=[CH:27][C:26]([S:29](=[O:32])(=[O:31])[NH2:30])=[CH:25][CH:24]=3)=[CH:16][CH:15]=2)=[O:12])[CH:5]=1.[CH2:36](N)[CH2:37][NH2:38], predict the reaction product. The product is: [NH:38]1[CH2:37][CH2:36][N:35]=[C:3]1[C:4]1[CH:5]=[C:6]([NH:10][C:11](=[O:12])[NH:13][C:14]2[CH:15]=[CH:16][C:17]([S:20]([NH:21][CH2:22][C:23]3[CH:24]=[CH:25][C:26]([S:29](=[O:31])(=[O:32])[NH2:30])=[CH:27][CH:28]=3)(=[O:33])=[O:34])=[CH:18][CH:19]=2)[CH:7]=[CH:8][CH:9]=1. (4) Given the reactants [Si]([O:8][CH2:9]/[CH:10]=[CH:11]/[C:12]1[N:20]([CH2:21][CH3:22])[C:19]2[C:18](OC3C=CC=CC=3)=[N:17][CH:16]=[N:15][C:14]=2[CH:13]=1)(C(C)(C)C)(C)C.[CH3:30][C:31]1[CH:32]=[C:33]([CH:35]=[CH:36][C:37]=1[O:38][C:39]1[CH:40]=[N:41][C:42]([CH3:45])=[CH:43][CH:44]=1)[NH2:34].Cl.N1C=CC=CC=1.C1(O)C=CC=CC=1, predict the reaction product. The product is: [CH2:21]([N:20]1[C:19]2[C:18]([NH:34][C:33]3[CH:35]=[CH:36][C:37]([O:38][C:39]4[CH:40]=[N:41][C:42]([CH3:45])=[CH:43][CH:44]=4)=[C:31]([CH3:30])[CH:32]=3)=[N:17][CH:16]=[N:15][C:14]=2[CH:13]=[C:12]1/[CH:11]=[CH:10]/[CH2:9][OH:8])[CH3:22]. (5) Given the reactants [C:1]([C:3]1[CH:4]=[N:5][N:6]2[CH:11]=[CH:10][C:9]([C:12]3[CH:20]=[CH:19][C:15]([C:16]([OH:18])=O)=[CH:14][CH:13]=3)=[N:8][C:7]=12)#[CH:2].CN1CCOCC1.CN(C(ON1N=NC2C=CC=NC1=2)=[N+](C)C)C.F[P-](F)(F)(F)(F)F.[N:52]1([C:58]([O:60][C:61]([CH3:64])([CH3:63])[CH3:62])=[O:59])[CH2:57][CH2:56][NH:55][CH2:54][CH2:53]1, predict the reaction product. The product is: [C:1]([C:3]1[CH:4]=[N:5][N:6]2[CH:11]=[CH:10][C:9]([C:12]3[CH:13]=[CH:14][C:15]([C:16]([N:55]4[CH2:54][CH2:53][N:52]([C:58]([O:60][C:61]([CH3:64])([CH3:63])[CH3:62])=[O:59])[CH2:57][CH2:56]4)=[O:18])=[CH:19][CH:20]=3)=[N:8][C:7]=12)#[CH:2].